This data is from Catalyst prediction with 721,799 reactions and 888 catalyst types from USPTO. The task is: Predict which catalyst facilitates the given reaction. Reactant: [OH-:1].[Na+].[CH:3]([C:6]1[C:7]([O:38][CH2:39][O:40][CH3:41])=[CH:8][C:9]([O:34][CH2:35][O:36][CH3:37])=[C:10]([C:12]2[N:16]([C:17]3[CH:22]=[CH:21][C:20]([CH2:23][N:24]4[CH2:29][CH2:28][O:27][CH2:26][CH2:25]4)=[CH:19][CH:18]=3)[C:15](S(C)(=O)=O)=[N:14][N:13]=2)[CH:11]=1)([CH3:5])[CH3:4]. Product: [CH:3]([C:6]1[C:7]([O:38][CH2:39][O:40][CH3:41])=[CH:8][C:9]([O:34][CH2:35][O:36][CH3:37])=[C:10]([C:12]2[N:16]([C:17]3[CH:22]=[CH:21][C:20]([CH2:23][N:24]4[CH2:29][CH2:28][O:27][CH2:26][CH2:25]4)=[CH:19][CH:18]=3)[C:15](=[O:1])[NH:14][N:13]=2)[CH:11]=1)([CH3:5])[CH3:4]. The catalyst class is: 16.